The task is: Predict which catalyst facilitates the given reaction.. This data is from Catalyst prediction with 721,799 reactions and 888 catalyst types from USPTO. (1) Reactant: CC(C[AlH]CC(C)C)C.[CH3:10][C:11]1[N:16]=[CH:15][N:14]=[C:13]([C:17]23[CH2:24][CH2:23][C:20]([C:25](OC)=[O:26])([CH2:21][CH2:22]2)[CH2:19][CH2:18]3)[CH:12]=1. Product: [CH3:10][C:11]1[N:16]=[CH:15][N:14]=[C:13]([C:17]23[CH2:24][CH2:23][C:20]([CH2:25][OH:26])([CH2:21][CH2:22]2)[CH2:19][CH2:18]3)[CH:12]=1. The catalyst class is: 4. (2) Reactant: [O:1]=[C:2]1[NH:7][C@H:6]([C:8](OCC2C=CC=CC=2)=[O:9])[CH2:5][O:4][CH2:3]1.[BH4-].[Na+]. Product: [OH:9][CH2:8][C@H:6]1[NH:7][C:2](=[O:1])[CH2:3][O:4][CH2:5]1. The catalyst class is: 14. (3) Reactant: [Cl:1][C:2]1[CH:7]=[CH:6][C:5]([N:8]2[C:12]([CH3:13])=[C:11]([C:14]([OH:16])=O)[CH:10]=[N:9]2)=[CH:4][CH:3]=1.CC1N(C2C=CC(C(F)(F)F)=CN=2)N=CC=1C(O)=O.[NH2:36][C:37]1[CH:38]=[C:39]([C:51]#[N:52])[C:40]([N:43]2[CH2:48][CH2:47][CH:46]([C:49]#[N:50])[CH2:45][CH2:44]2)=[N:41][CH:42]=1.C(N(CC)CC)C. Product: [Cl:1][C:2]1[CH:3]=[CH:4][C:5]([N:8]2[C:12]([CH3:13])=[C:11]([C:14]([NH:36][C:37]3[CH:42]=[N:41][C:40]([N:43]4[CH2:44][CH2:45][CH:46]([C:49]#[N:50])[CH2:47][CH2:48]4)=[C:39]([C:51]#[N:52])[CH:38]=3)=[O:16])[CH:10]=[N:9]2)=[CH:6][CH:7]=1. The catalyst class is: 228. (4) Reactant: Br[C:2]1[CH:9]=[CH:8][CH:7]=[CH:6][C:3]=1[CH2:4][OH:5].C([Mg]CCCC)CCC.C([Li])CCC.[CH:24]([C:26]1[N:27]=[CH:28][N:29]([C:35]([C:48]2[CH:53]=[CH:52][CH:51]=[CH:50][CH:49]=2)([C:42]2[CH:47]=[CH:46][CH:45]=[CH:44][CH:43]=2)[C:36]2[CH:41]=[CH:40][CH:39]=[CH:38][CH:37]=2)[C:30]=1[C:31]([O:33][CH3:34])=[O:32])=[O:25].[Cl-].[NH4+]. Product: [OH:25][CH:24]([C:2]1[CH:9]=[CH:8][CH:7]=[CH:6][C:3]=1[CH2:4][OH:5])[C:26]1[N:27]=[CH:28][N:29]([C:35]([C:36]2[CH:41]=[CH:40][CH:39]=[CH:38][CH:37]=2)([C:48]2[CH:53]=[CH:52][CH:51]=[CH:50][CH:49]=2)[C:42]2[CH:43]=[CH:44][CH:45]=[CH:46][CH:47]=2)[C:30]=1[C:31]([O:33][CH3:34])=[O:32]. The catalyst class is: 54. (5) Reactant: F[C@H]1[C@H]([C:8]2[CH:13]=[CH:12][C:11]([OH:14])=[CH:10][CH:9]=2)CCN([C@@H]2CCN(CC3C=CC(C)=CC=3)C2=O)C1.[C:29]([O:33][C:34]([NH:36][C@@H:37]([CH3:41])[C:38](O)=[O:39])=[O:35])([CH3:32])([CH3:31])[CH3:30].C1CCC(N=C=NC2CCCCC2)CC1.O. Product: [C:29]([O:33][C:34]([NH:36][CH:37]([CH3:41])[C:38]([O:14][C:11]1[CH:10]=[CH:9][CH:8]=[CH:13][CH:12]=1)=[O:39])=[O:35])([CH3:32])([CH3:31])[CH3:30]. The catalyst class is: 64. (6) Reactant: Br[C:2]1[C:11]2[C:6](=[C:7]([F:12])[CH:8]=[CH:9][CH:10]=2)[C:5](=[O:13])[N:4]([C:14]2[CH:15]=[N:16][CH:17]=[CH:18][CH:19]=2)[C:3]=1[CH3:20].[CH2:21]([OH:28])[C:22]1[CH:27]=[CH:26][CH:25]=[CH:24][CH:23]=1.C1(P(C2C=CC=CC=2)C2C3[O:48][C:47]4C(=CC=CC=4P(C4C=CC=CC=4)C4C=CC=CC=4)C(C)(C)C=3C=CC=2)C=CC=CC=1.C(=O)([O-])[O-].[Na+].[Na+]. Product: [CH2:21]([O:28][C:47]([C:2]1[C:11]2[C:6](=[C:7]([F:12])[CH:8]=[CH:9][CH:10]=2)[C:5](=[O:13])[N:4]([C:14]2[CH:15]=[N:16][CH:17]=[CH:18][CH:19]=2)[C:3]=1[CH3:20])=[O:48])[C:22]1[CH:27]=[CH:26][CH:25]=[CH:24][CH:23]=1. The catalyst class is: 164.